From a dataset of NCI-60 drug combinations with 297,098 pairs across 59 cell lines. Regression. Given two drug SMILES strings and cell line genomic features, predict the synergy score measuring deviation from expected non-interaction effect. (1) Drug 1: CCC1(CC2CC(C3=C(CCN(C2)C1)C4=CC=CC=C4N3)(C5=C(C=C6C(=C5)C78CCN9C7C(C=CC9)(C(C(C8N6C=O)(C(=O)OC)O)OC(=O)C)CC)OC)C(=O)OC)O.OS(=O)(=O)O. Drug 2: CC1=C(C=C(C=C1)NC(=O)C2=CC=C(C=C2)CN3CCN(CC3)C)NC4=NC=CC(=N4)C5=CN=CC=C5. Cell line: COLO 205. Synergy scores: CSS=13.4, Synergy_ZIP=2.51, Synergy_Bliss=-6.92, Synergy_Loewe=-63.6, Synergy_HSA=-5.56. (2) Drug 1: C1=CN(C(=O)N=C1N)C2C(C(C(O2)CO)O)O.Cl. Drug 2: C(CN)CNCCSP(=O)(O)O. Cell line: CAKI-1. Synergy scores: CSS=23.9, Synergy_ZIP=1.21, Synergy_Bliss=3.48, Synergy_Loewe=-18.1, Synergy_HSA=0.544.